This data is from Forward reaction prediction with 1.9M reactions from USPTO patents (1976-2016). The task is: Predict the product of the given reaction. (1) Given the reactants Cl[C:2]1[N:6]2[N:7]=[C:8]([C:18]3[CH:23]=[CH:22][CH:21]=[CH:20][C:19]=3[Cl:24])[C:9]([C:11]3[CH:16]=[CH:15][C:14]([Cl:17])=[CH:13][CH:12]=3)=[CH:10][C:5]2=[N:4][N:3]=1.[NH:25]1[CH2:30][CH2:29][CH2:28][CH2:27][CH2:26]1, predict the reaction product. The product is: [Cl:24][C:19]1[CH:20]=[CH:21][CH:22]=[CH:23][C:18]=1[C:8]1[C:9]([C:11]2[CH:16]=[CH:15][C:14]([Cl:17])=[CH:13][CH:12]=2)=[CH:10][C:5]2[N:6]([C:2]([N:25]3[CH2:30][CH2:29][CH2:28][CH2:27][CH2:26]3)=[N:3][N:4]=2)[N:7]=1. (2) The product is: [CH3:4][N:5]1[CH2:10][CH2:9][N:8]([C:11]([O:13][C@@H:14]2[N:23]([C:24]3[CH:25]=[CH:26][C:27]([Cl:30])=[CH:28][N:29]=3)[C:21](=[O:22])[C:16]3[N:17]=[CH:18][CH:19]=[N:20][C:15]2=3)=[O:12])[CH2:7][CH2:6]1. Given the reactants ClCCl.[CH3:4][N:5]1[CH2:10][CH2:9][N:8]([C:11]([O:13][CH:14]2[N:23]([C:24]3[CH:25]=[CH:26][C:27]([Cl:30])=[CH:28][N:29]=3)[C:21](=[O:22])[C:16]3[N:17]=[CH:18][CH:19]=[N:20][C:15]2=3)=[O:12])[CH2:7][CH2:6]1.C(OC(=O)C(C(C(OC(=O)C1C=CC=CC=1)=O)O)O)(=O)C1C=CC=CC=1.C(=O)(O)[O-].[Na+], predict the reaction product. (3) Given the reactants [OH:1][CH2:2][CH2:3][C:4]1[N:5]([CH2:9][CH2:10][CH2:11][CH2:12][C:13]2[CH:18]=[CH:17][C:16]([OH:19])=[CH:15][CH:14]=2)[CH:6]=[CH:7][N:8]=1.[H-].[Na+].Cl[CH2:23][C:24]1[N:25]=[C:26](/[CH:29]=[CH:30]/[C:31]2[CH:36]=[CH:35][C:34]([F:37])=[CH:33][C:32]=2[F:38])[O:27][CH:28]=1.O, predict the reaction product. The product is: [F:38][C:32]1[CH:33]=[C:34]([F:37])[CH:35]=[CH:36][C:31]=1/[CH:30]=[CH:29]/[C:26]1[O:27][CH:28]=[C:24]([CH2:23][O:19][C:16]2[CH:15]=[CH:14][C:13]([CH2:12][CH2:11][CH2:10][CH2:9][N:5]3[CH:6]=[CH:7][N:8]=[C:4]3[CH2:3][CH2:2][OH:1])=[CH:18][CH:17]=2)[N:25]=1. (4) Given the reactants [CH3:1][O:2][C:3]([CH2:5][C:6]1[CH:7]=[C:8]([CH:25]=[CH:26][CH:27]=1)[CH2:9][N:10]1[CH:18]=[N:17][C:16]2[C:11]1=[N:12][C:13]([O:20][CH2:21][CH2:22]SC)=[N:14][C:15]=2[NH2:19])=[O:4].[C:28](=O)([O-])O.[Na+].O[O:34][S:35]([O-:37])=O.[K+], predict the reaction product. The product is: [CH3:28][S:35]([CH2:22][CH2:21][O:20][C:13]1[N:12]=[C:11]2[C:16]([N:17]=[CH:18][N:10]2[CH2:9][C:8]2[CH:25]=[CH:26][CH:27]=[C:6]([CH2:5][C:3]([O:2][CH3:1])=[O:4])[CH:7]=2)=[C:15]([NH2:19])[N:14]=1)(=[O:37])=[O:34]. (5) Given the reactants [O:1]=[C:2]1[C:11]2[CH:10]=[C:9]([C:12]3[N:17]=[C:16]([S:18]([NH2:21])(=[O:20])=[O:19])[CH:15]=[CH:14][CH:13]=3)[CH:8]=[CH:7][C:6]=2[CH2:5][CH2:4][CH2:3]1.[C:22](O)(=[O:24])[CH3:23].Cl, predict the reaction product. The product is: [C:22]([NH:21][S:18]([C:16]1[CH:15]=[CH:14][CH:13]=[C:12]([C:9]2[CH:8]=[CH:7][C:6]3[CH2:5][CH2:4][CH2:3][C:2](=[O:1])[C:11]=3[CH:10]=2)[N:17]=1)(=[O:20])=[O:19])(=[O:24])[CH3:23].